Predict the product of the given reaction. From a dataset of Forward reaction prediction with 1.9M reactions from USPTO patents (1976-2016). (1) Given the reactants C[O:2][C:3]1[CH:8]=[CH:7][N:6]=[C:5]([C:9]2[CH:14]=[CH:13][C:12]([CH3:15])=[CH:11][C:10]=2[O:16][CH3:17])[N:4]=1.C[S-].[Na+], predict the reaction product. The product is: [OH:2][C:3]1[CH:8]=[CH:7][N:6]=[C:5]([C:9]2[CH:14]=[CH:13][C:12]([CH3:15])=[CH:11][C:10]=2[O:16][CH3:17])[N:4]=1. (2) Given the reactants [NH2:1][C:2]1[CH:11]=[CH:10][CH:9]=[C:8]([Cl:12])[C:3]=1C(OC)=O.[CH3:13][Mg]Br.C([O:19][CH2:20][CH3:21])(=O)C, predict the reaction product. The product is: [NH2:1][C:2]1[CH:11]=[CH:10][CH:9]=[C:8]([Cl:12])[C:3]=1[C:20]([OH:19])([CH3:21])[CH3:13]. (3) Given the reactants Cl[C:2]1[CH:3]=[CH:4][C:5]2[N:6]([C:8]([C:11]3[S:19][C:18]4[C:13](=[N:14][CH:15]=[CH:16][CH:17]=4)[CH:12]=3)=[CH:9][N:10]=2)[N:7]=1.CC1(C)C2C(=C(P(C3C=CC=CC=3)C3C=CC=CC=3)C=CC=2)OC2C(P(C3C=CC=CC=3)C3C=CC=CC=3)=CC=CC1=2.C(=O)([O-])[O-].[K+].[K+].[CH3:68][O:69][C:70]1[CH:71]=[C:72]([CH:74]=[CH:75][C:76]=1[O:77][CH3:78])[NH2:73], predict the reaction product. The product is: [CH3:68][O:69][C:70]1[CH:71]=[C:72]([NH:73][C:2]2[CH:3]=[CH:4][C:5]3[N:6]([C:8]([C:11]4[S:19][C:18]5[C:13](=[N:14][CH:15]=[CH:16][CH:17]=5)[CH:12]=4)=[CH:9][N:10]=3)[N:7]=2)[CH:74]=[CH:75][C:76]=1[O:77][CH3:78]. (4) Given the reactants Cl.[Cl:2][CH2:3][C:4](=[NH:8])[O:5][CH2:6][CH3:7].[CH2:9]1[CH2:13][O:12][CH2:11][CH2:10]1, predict the reaction product. The product is: [Cl:2][CH2:3][C:4]1[O:5][C:6]2[CH:13]=[CH:9][CH:10]=[C:11]([OH:12])[C:7]=2[N:8]=1. (5) Given the reactants [F:1][C:2]1[CH:7]=[CH:6][C:5]([CH2:8][C:9]2[CH:18]=[C:17]3[C:12]([C:13]([OH:26])=[C:14]([C:21](OCC)=[O:22])[C:15](=[O:20])[N:16]3[CH3:19])=[N:11][CH:10]=2)=[CH:4][CH:3]=1.C(N(CC)CC)C.Cl.[CH3:35][S:36]([CH2:39][CH2:40][NH2:41])(=[O:38])=[O:37], predict the reaction product. The product is: [F:1][C:2]1[CH:7]=[CH:6][C:5]([CH2:8][C:9]2[CH:18]=[C:17]3[C:12]([C:13]([OH:26])=[C:14]([C:21]([NH:41][CH2:40][CH2:39][S:36]([CH3:35])(=[O:38])=[O:37])=[O:22])[C:15](=[O:20])[N:16]3[CH3:19])=[N:11][CH:10]=2)=[CH:4][CH:3]=1. (6) Given the reactants CC(C)([S@@]([NH:6][C@:7]([C:20]1[CH:25]=[CH:24][CH:23]=[CH:22][CH:21]=1)([CH3:19])[CH2:8][C:9]([NH:11][C:12]1[CH:13]=[C:14]([CH3:18])[CH:15]=[CH:16][CH:17]=1)=[O:10])=O)C.Cl.O1CCOCC1, predict the reaction product. The product is: [NH2:6][C@:7]([C:20]1[CH:25]=[CH:24][CH:23]=[CH:22][CH:21]=1)([CH3:19])[CH2:8][C:9]([NH:11][C:12]1[CH:13]=[C:14]([CH3:18])[CH:15]=[CH:16][CH:17]=1)=[O:10]. (7) Given the reactants Br[C:2]1[CH:10]=[CH:9][CH:8]=[C:7]2[C:3]=1[C:4]([C:15]([N:17]1[CH2:22][CH2:21][CH:20]([C:23]3[CH:24]=[C:25]([CH:34]=[CH:35][C:36]=3[F:37])[CH2:26][NH:27][C:28](=[O:33])[C:29]([F:32])([F:31])[F:30])[CH2:19][CH2:18]1)=[O:16])=[CH:5][N:6]2[CH2:11][CH2:12][O:13][CH3:14].[OH:38][C:39]1[CH:40]=[C:41](B(O)O)[CH:42]=[CH:43][CH:44]=1.C(=O)([O-])[O-].[Cs+].[Cs+].C(Cl)Cl, predict the reaction product. The product is: [F:31][C:29]([F:32])([F:30])[C:28]([NH:27][CH2:26][C:25]1[CH:34]=[CH:35][C:36]([F:37])=[C:23]([CH:20]2[CH2:19][CH2:18][N:17]([C:15]([C:4]3[C:3]4[C:7](=[CH:8][CH:9]=[CH:10][C:2]=4[C:43]4[CH:42]=[CH:41][CH:40]=[C:39]([OH:38])[CH:44]=4)[N:6]([CH2:11][CH2:12][O:13][CH3:14])[CH:5]=3)=[O:16])[CH2:22][CH2:21]2)[CH:24]=1)=[O:33]. (8) Given the reactants [CH2:1]([O:8][C:9]1[CH:14]=[CH:13][C:12]([N:15]2[C:23]3[C:18](=[CH:19][CH:20]=[CH:21][CH:22]=3)[CH:17]=[C:16]2[CH2:24][CH2:25][OH:26])=[CH:11][CH:10]=1)[C:2]1[CH:7]=[CH:6][CH:5]=[CH:4][CH:3]=1.[H-].[Na+].I[CH3:30], predict the reaction product. The product is: [CH2:1]([O:8][C:9]1[CH:10]=[CH:11][C:12]([N:15]2[C:23]3[C:18](=[CH:19][CH:20]=[CH:21][CH:22]=3)[CH:17]=[C:16]2[CH2:24][CH2:25][O:26][CH3:30])=[CH:13][CH:14]=1)[C:2]1[CH:3]=[CH:4][CH:5]=[CH:6][CH:7]=1.